Dataset: Forward reaction prediction with 1.9M reactions from USPTO patents (1976-2016). Task: Predict the product of the given reaction. (1) Given the reactants Br[C:2]1[N:7]=[C:6]([C:8]([O:10][CH3:11])=[O:9])[CH:5]=[CH:4][C:3]=1[F:12].[CH2:13]([O:20][C:21]1[C:22]([F:31])=[C:23](B(O)O)[C:24]([F:27])=[CH:25][CH:26]=1)[C:14]1[CH:19]=[CH:18][CH:17]=[CH:16][CH:15]=1.[F-].[K+].C(P(C(C)(C)C)C(C)(C)C)(C)(C)C, predict the reaction product. The product is: [CH2:13]([O:20][C:21]1[C:22]([F:31])=[C:23]([C:2]2[N:7]=[C:6]([C:8]([O:10][CH3:11])=[O:9])[CH:5]=[CH:4][C:3]=2[F:12])[C:24]([F:27])=[CH:25][CH:26]=1)[C:14]1[CH:15]=[CH:16][CH:17]=[CH:18][CH:19]=1. (2) Given the reactants C1CC2C(=CC=CC=2)C(C2NCCN=2)C1.[C:16]([O-:19])(=[O:18])[CH3:17].[P:20]([O-:24])([OH:23])([OH:22])=[O:21].[Na+:25].[P:26]([O-:30])([OH:29])([OH:28])=[O:27].[K+:31], predict the reaction product. The product is: [P:20]([O-:24])([OH:23])([OH:22])=[O:21].[K+:31].[Na+:25].[P:26]([O-:30])([OH:29])([OH:28])=[O:27].[C:16]([O-:19])(=[O:18])[CH3:17].[Na+:25]. (3) The product is: [CH:17]([C:5]1[CH:4]=[C:3]([O:20][CH3:21])[C:2]([C:27]#[C:26][Si:23]([CH3:25])([CH3:24])[CH3:22])=[CH:16][C:6]=1[O:7][C:8]1[C:9]([NH2:15])=[N:10][C:11]([NH2:14])=[N:12][CH:13]=1)([CH3:19])[CH3:18]. Given the reactants I[C:2]1[C:3]([O:20][CH3:21])=[CH:4][C:5]([CH:17]([CH3:19])[CH3:18])=[C:6]([CH:16]=1)[O:7][C:8]1[C:9]([NH2:15])=[N:10][C:11]([NH2:14])=[N:12][CH:13]=1.[CH3:22][Si:23]([C:26]#[CH:27])([CH3:25])[CH3:24].C(N(C(C)C)CC)(C)C, predict the reaction product. (4) Given the reactants Br[CH:2]([CH3:4])[CH3:3].[CH:5]1([C:8]2[CH:13]=[C:12]([CH:14]=[O:15])[CH:11]=[C:10]([OH:16])[C:9]=2[C:17]2[CH:22]=[CH:21][C:20]([F:23])=[CH:19][CH:18]=2)[CH2:7][CH2:6]1.C(=O)([O-])[O-].[K+].[K+].CN(C=O)C, predict the reaction product. The product is: [CH:5]1([C:8]2[CH:13]=[C:12]([CH:14]=[O:15])[CH:11]=[C:10]([O:16][CH:2]([CH3:4])[CH3:3])[C:9]=2[C:17]2[CH:18]=[CH:19][C:20]([F:23])=[CH:21][CH:22]=2)[CH2:6][CH2:7]1. (5) Given the reactants [CH3:1][N:2]([CH3:26])[C:3]1[N:8]=[C:7]([CH2:9][CH2:10][CH2:11][CH2:12][CH2:13][CH2:14][CH2:15][CH2:16][CH2:17][CH2:18][O:19]COC)[C:6]([OH:23])=[C:5]([O:24][CH3:25])[CH:4]=1.Cl.[NH4+].[OH-], predict the reaction product. The product is: [CH3:26][N:2]([CH3:1])[C:3]1[N:8]=[C:7]([CH2:9][CH2:10][CH2:11][CH2:12][CH2:13][CH2:14][CH2:15][CH2:16][CH2:17][CH2:18][OH:19])[C:6]([OH:23])=[C:5]([O:24][CH3:25])[CH:4]=1. (6) Given the reactants [Cl:1][C:2]1[CH:7]=[C:6]([NH:8][C:9]2[CH:10]=[C:11]([CH:15]=[CH:16][CH:17]=2)C(O)=O)[C:5]([Cl:18])=[CH:4][N:3]=1.C[N:20]([CH3:29])CCCN=C=NCC.[OH:30]N1C2C=CC=CC=2N=N1.C(N(C(C)C)CC)(C)C.[C:49]([O-])(O)=[O:50].[Na+], predict the reaction product. The product is: [Cl:1][C:2]1[CH:7]=[C:6]([NH:8][C:9]2[CH:17]=[CH:16][CH:15]=[CH:11][C:10]=2[C:29]([NH:20][O:50][CH3:49])=[O:30])[C:5]([Cl:18])=[CH:4][N:3]=1. (7) Given the reactants [CH2:1]([O:3][C:4](=[O:27])[CH:5]=[CH:6][CH2:7][C@H:8]([CH2:12][C:13]1[CH:18]=[CH:17][C:16]([O:19][CH3:20])=[C:15]([O:21][CH2:22][CH2:23][CH2:24][O:25][CH3:26])[CH:14]=1)[CH:9]([CH3:11])[CH3:10])[CH3:2].CO[N:30]([CH2:36][C:37]1[CH:42]=[CH:41][CH:40]=[CH:39][CH:38]=1)[CH2:31][Si](C)(C)C.F[C:44](F)(F)C(O)=O.C([O-])(O)=O.[Na+], predict the reaction product. The product is: [CH2:1]([O:3][C:4]([C@H:5]1[C@H:6]([CH2:7][C@H:8]([CH2:12][C:13]2[CH:18]=[CH:17][C:16]([O:19][CH3:20])=[C:15]([O:21][CH2:22][CH2:23][CH2:24][O:25][CH3:26])[CH:14]=2)[CH:9]([CH3:11])[CH3:10])[CH2:44][N:30]([CH2:36][C:37]2[CH:42]=[CH:41][CH:40]=[CH:39][CH:38]=2)[CH2:31]1)=[O:27])[CH3:2]. (8) Given the reactants [CH3:1][N:2]1[C:17]([C:18]([O:20][CH2:21][CH3:22])=[O:19])=[C:5]2[CH2:6][CH2:7][CH2:8][C:9]3[C:10](=[N:11][C:12](SC)=[N:13][CH:14]=3)[C:4]2=[N:3]1.O[O:24][S:25]([O-:27])=O.[K+].O.[CH3:30]COC(C)=O, predict the reaction product. The product is: [CH3:1][N:2]1[C:17]([C:18]([O:20][CH2:21][CH3:22])=[O:19])=[C:5]2[CH2:6][CH2:7][CH2:8][C:9]3[C:10](=[N:11][C:12]([S:25]([CH3:30])(=[O:27])=[O:24])=[N:13][CH:14]=3)[C:4]2=[N:3]1.